This data is from Reaction yield outcomes from USPTO patents with 853,638 reactions. The task is: Predict the reaction yield, written as a fraction of the theoretical maximum amount of product (1.0 means a 100% yield; for example, 0.34 means a 34% yield). The reactants are [CH3:1][O:2][C:3]1[CH:12]=[C:11]2[C:6]([CH2:7][C:8]([CH3:14])([CH3:13])[NH:9][CH2:10]2)=[CH:5][C:4]=1[O:15][Si:16]([CH:23]([CH3:25])[CH3:24])([CH:20]([CH3:22])[CH3:21])[CH:17]([CH3:19])[CH3:18].[CH3:26][O:27][C:28]1[CH:29]=[C:30]([CH:33]=[CH:34][CH:35]=1)[CH2:31]Cl. The catalyst is CCO. The product is [CH3:1][O:2][C:3]1[CH:12]=[C:11]2[C:6]([CH2:7][C:8]([CH3:13])([CH3:14])[N:9]([CH2:31][C:30]3[CH:33]=[CH:34][CH:35]=[C:28]([O:27][CH3:26])[CH:29]=3)[CH2:10]2)=[CH:5][C:4]=1[O:15][Si:16]([CH:23]([CH3:25])[CH3:24])([CH:20]([CH3:22])[CH3:21])[CH:17]([CH3:18])[CH3:19]. The yield is 0.620.